From a dataset of Full USPTO retrosynthesis dataset with 1.9M reactions from patents (1976-2016). Predict the reactants needed to synthesize the given product. (1) The reactants are: [Cl:1][C:2]1[CH:3]=[C:4]([C:8]2[N:9]=[C:10]([NH:16][C:17]3[CH:22]=[C:21]([CH2:23][CH:24]=O)[CH:20]=[CH:19][C:18]=3[N+:26]([O-:28])=[O:27])[S:11][C:12]=2[C:13]([NH2:15])=[O:14])[CH:5]=[CH:6][CH:7]=1.[CH3:29][N:30]1[CH2:35][CH2:34][NH:33][CH2:32][CH2:31]1.C(O[BH-](OC(=O)C)OC(=O)C)(=O)C.[Na+].Cl. Given the product [Cl:1][C:2]1[CH:3]=[C:4]([C:8]2[N:9]=[C:10]([NH:16][C:17]3[CH:22]=[C:21]([CH2:23][CH2:24][N:33]4[CH2:34][CH2:35][N:30]([CH3:29])[CH2:31][CH2:32]4)[CH:20]=[CH:19][C:18]=3[N+:26]([O-:28])=[O:27])[S:11][C:12]=2[C:13]([NH2:15])=[O:14])[CH:5]=[CH:6][CH:7]=1, predict the reactants needed to synthesize it. (2) Given the product [OH:1][C:2]1[CH:15]=[CH:14][CH:13]=[C:12]2[C:3]=1[O:4][C:5]1[CH:6]=[C:7]([C:22]3[CH:27]=[CH:26][CH:25]=[CH:24][C:23]=3[NH:28][C:29](=[O:31])[CH3:30])[CH:8]=[CH:9][C:10]=1[CH:11]2[CH:16]1[CH2:21][CH2:20][N:19]([CH2:59][C:53]2[CH:52]=[CH:51][CH:56]=[CH:55][N:54]=2)[CH2:18][CH2:17]1, predict the reactants needed to synthesize it. The reactants are: [OH:1][C:2]1[CH:15]=[CH:14][CH:13]=[C:12]2[C:3]=1[O:4][C:5]1[CH:6]=[C:7]([C:22]3[CH:27]=[CH:26][CH:25]=[CH:24][C:23]=3[NH:28][C:29](=[O:31])[CH3:30])[CH:8]=[CH:9][C:10]=1[CH:11]2[CH:16]1[CH2:21][CH2:20][NH:19][CH2:18][CH2:17]1.C(N(CC)C(C1C=CC2C([CH:51]3[CH2:56][CH2:55][NH:54][CH2:53][CH2:52]3)C3C(OC=2C=1)=CC=CC=3)=O)C.[CH:59]1C=C(C=O)N=CC=1.O1C=CC(C=O)=C1.C(O[BH-](OC(=O)C)OC(=O)C)(=O)C.[Na+].C(O[BH-](OC(=O)C)OC(=O)C)(=O)C.C([N+](CCCC)(CCCC)CCCC)CCC.C(N(C(C)C)CC)(C)C.C(O)(C(F)(F)F)=O. (3) Given the product [Br:3][C:4]1[CH:5]=[C:6]2[C:11](=[CH:12][CH:13]=1)[N:10]=[C:9]([NH:14][C:15]([CH3:16])([CH3:17])[CH3:18])[C:8](/[CH:19]=[C:29](\[CH3:35])/[C:30]([O:32][CH2:33][CH3:34])=[O:31])=[CH:7]2, predict the reactants needed to synthesize it. The reactants are: [Cl-].[Li+].[Br:3][C:4]1[CH:5]=[C:6]2[C:11](=[CH:12][CH:13]=1)[N:10]=[C:9]([NH:14][C:15]([CH3:18])([CH3:17])[CH3:16])[C:8]([CH:19]=O)=[CH:7]2.C(OP([CH:29]([CH3:35])[C:30]([O:32][CH2:33][CH3:34])=[O:31])(OCC)=O)C.N1CCCN2CCCCCC=12.C(=O)(O)[O-].[Na+]. (4) Given the product [F:36][CH:2]([F:1])[C:3]1[O:4][C:5]([C:16]2[CH:35]=[CH:34][C:19]([O:20][CH2:21][CH2:22][NH2:23])=[CH:18][CH:17]=2)=[C:6]([C:8]2[CH:9]=[N:10][C:11]([O:14][CH3:15])=[CH:12][CH:13]=2)[N:7]=1, predict the reactants needed to synthesize it. The reactants are: [F:1][CH:2]([F:36])[C:3]1[O:4][C:5]([C:16]2[CH:35]=[CH:34][C:19]([O:20][CH2:21][CH2:22][N:23]3C(=O)C4C(=CC=CC=4)C3=O)=[CH:18][CH:17]=2)=[C:6]([C:8]2[CH:9]=[N:10][C:11]([O:14][CH3:15])=[CH:12][CH:13]=2)[N:7]=1.O.NN. (5) Given the product [ClH:1].[CH3:13][O:12][C:9]1[CH:10]=[C:11]2[C:6](=[CH:7][C:8]=1[O:14][CH3:15])[N:5]=[CH:4][N:3]=[C:2]2[NH:16][C:17]1[CH:18]=[C:19]([S:29]([NH:32][CH3:33])(=[O:30])=[O:31])[CH:20]=[CH:21][C:22]=1[O:23][CH2:24][C:25]([F:27])([F:26])[F:28], predict the reactants needed to synthesize it. The reactants are: [Cl:1][C:2]1[C:11]2[C:6](=[CH:7][C:8]([O:14][CH3:15])=[C:9]([O:12][CH3:13])[CH:10]=2)[N:5]=[CH:4][N:3]=1.[NH2:16][C:17]1[CH:18]=[C:19]([S:29]([NH:32][CH3:33])(=[O:31])=[O:30])[CH:20]=[CH:21][C:22]=1[O:23][CH2:24][C:25]([F:28])([F:27])[F:26].